This data is from Forward reaction prediction with 1.9M reactions from USPTO patents (1976-2016). The task is: Predict the product of the given reaction. The product is: [Cl:3][C:4]1[C:8]([Cl:9])=[C:7]([CH3:10])[NH:6][C:5]=1[C:11]([NH:13][CH:14]1[CH2:19][CH2:18][N:17]([C:20]2[N:25]=[C:24]([C:26]([OH:28])=[O:27])[CH:23]=[C:22]([O:30][CH3:31])[N:21]=2)[CH2:16][CH2:15]1)=[O:12]. Given the reactants [OH-].[Li+].[Cl:3][C:4]1[C:8]([Cl:9])=[C:7]([CH3:10])[NH:6][C:5]=1[C:11]([NH:13][CH:14]1[CH2:19][CH2:18][N:17]([C:20]2[N:25]=[C:24]([C:26]([O:28]C)=[O:27])[CH:23]=[C:22]([O:30][CH3:31])[N:21]=2)[CH2:16][CH2:15]1)=[O:12], predict the reaction product.